Binary Classification. Given two protein amino acid sequences, predict whether they physically interact or not. From a dataset of Human Reference Interactome with 51,813 positive PPI pairs across 8,248 proteins, plus equal number of experimentally-validated negative pairs. (1) Protein 1 (ENSG00000101098) has sequence MERSQSRLSLSASFEALAIYFPCMNSFDDEDAGDSRRLKGAIQRSTETGLAVEMPSRTLRQASHESIEDSMNSYGSEGNLNYGGVCLASDAQFSDFLGSMGPAQFVGRQTLATTPMGDVEIGLQERNGQLEVDIIQARGLTAKPGSKTLPAAYIKAYLLENGICIAKKKTKVARKSLDPLYNQVLLFPESPQGKVLQVIVWGNYGRMERKQFMGVARVLLEELDLTTLAVGWYKLFPTSSMVDPATGPLLRQASQLSLESTVGPCGERS*MERSQSRLSLSASFEALAIYFPCMNSFDDE.... Protein 2 (ENSG00000096006) has sequence MKQILHPALETTAMTLFPVLLFLVAGLLPSFPANEDKDPAFTALLTTQTQVQREIVNKHNELRRAVSPPARNMLKMEWNKEAAANAQKWANQCNYRHSNPKDRMTSLKCGENLYMSSASSSWSQAIQSWFDEYNDFDFGVGPKTPNAVVGHYTQVVWYSSYLVGCGNAYCPNQKVLKYYYVCQYCPAGNWANRLYVPYEQGAPCASCPDNCDDGLCTNGCKYEDLYSNCKSLKLTLTCKHQLVRDSCKASCNCSNSIY*MKQILHPALETTDPCSTGFVFPAMTLFPVLLFLVAGLLPSF.... Result: 0 (the proteins do not interact). (2) Protein 1 (ENSG00000127220) has sequence MLTGVTDGIFCCLLGTPPNAVGPLESVESSDGYTFVEVKPGRVLRVKHAGPAPAAAPPPPSSASSDAAQGDLSGLVRCQRRITVYRNGRLLVENLGRAPRADLLHGQNGSGEPPAALEVELADPAGSDGRLAPGSAGSGSGSGSGGRRRRARRPKRTIHIDCEKRITSCKGAQADVVLFFIHGVGGSLAIWKEQLDFFVRLGYEVVAPDLAGHGASSAPQVAAAYTFYALAEDMRAIFKRYAKKRNVLIGHSYGVSFCTFLAHEYPDLVHKVIMINGGGPTALEPSFCSIFNMPTCVLHC.... Protein 2 (ENSG00000109705) has sequence MAVRGANTLTSFSIQAILNKKEERGGLAAPEGRPAPGGTAASVAAAPAVCCWRLFGERDAGALGGAEDSLLASPAGTRTAAGRTAESPEGWDSDSALSEENESRRRCADARGASGAGLAGGSLSLGQPVCELAASKDLEEEAAGRSDSEMSASVSGDRSPRTEDDGVGPRGAHVSALCSGAGGGGGSGPAGVAEEEEEPAAPKPRKKRSRAAFSHAQVFELERRFNHQRYLSGPERADLAASLKLTETQVKIWFQNRRYKTKRRQMAADLLASAPAAKKVAVKVLVRDDQRQYLPGEVLR.... Result: 0 (the proteins do not interact). (3) Result: 0 (the proteins do not interact). Protein 1 (ENSG00000173141) has sequence MFLTALLWRGRIPGRQWIGKHRRPRFVSLRAKQNMIRRLEIEAENHYWLSMPYMTREQERGHAAVRRREAFEAIKAAATSKFPPHRFIADQLDHLNVTKKWS*. Protein 2 (ENSG00000105088) has sequence MWPLTVPPPLLLLLCSGLAGQTLFQNPEEGWQLYTSAQAPDGKCICTAVIPAQSTCSRDGRSRELRQLMEKVQNVSQSMEVLELRTYRDLQYVRGMETLMRSLDARLRAADGSLSAKSFQELKDRMTELLPLSSVLEQYKADTRTIVRLREEVRNLSGSLAAIQEEMGAYGYEDLQQRVMALEARLHACAQKLGCGKLTGVSNPITVRAMGSRFGSWMTDTMAPSADSRVWYMDGYYKGRRVLEFRTLGDFIKGQNFIQHLLPQPWAGTGHVVYNGSLFYNKYQSNVVVKYHFRSRSVLV.... (4) Protein 1 (ENSG00000137331) has sequence MCHSRSCHPTMTILQAPTPAPSTIPGPRRGSGPEIFTFDPLPEPAAAPAGRPSASRGHRKRSRRVLYPRVVRRQLPVEEPNPAKRLLFLLLTIVFCQILMAEEGVPAPLPPEDAPNAASLAPTPVSAVLEPFNLTSEPSDYALDLSTFLQQHPAAF*MCHSRSCHPTMTILQAPTPAPSTIPGPRRGSGPEIFTFDPLPEPAAAPAGRPSASRGHRKRSRRVLYPRVVSIAEVGIRGVRCPGVTGERPDSRGLDLTCLLFCLPLGPAPAASRGTEPSQKASLSAAHHRLLPDPDG*. Protein 2 (ENSG00000079950) has sequence MSYTPGVGGDPAQLAQRISSNIQKITQCSVEIQRTLNQLGTPQDSPELRQQLQQKQQYTNQLAKETDKYIKEFGSLPTTPSEQRQRKIQKDRLVAEFTTSLTNFQKVQRQAAEREKEFVARVRASSRVSGSFPEDSSKERNLVSWESQTQPQVQVQDEEITEDDLRLIHERESSIRQLEADIMDINEIFKDLGMMIHEQGDVIDSIEANVENAEVHVQQANQQLSRAADYQKKDSCMLM*MSYTPGVGGDPAQLAQRISSNIQKITQCSVEIQRTLNQLGTPQDSPELRQQLQQKQQYTN.... Result: 0 (the proteins do not interact). (5) Protein 1 (ENSG00000146054) has sequence MAAVGPRTGPGTGAEALALAAELQGEATCSICLELFREPVSVECGHSFCRACIGRCWERPGAGSVGAATRAPPFPLPCPQCREPARPSQLRPNRQLAAVATLLRRFSLPAAAPGEHGSQAAAARAAAARCGQHGEPFKLYCQDDGRAICVVCDRAREHREHAVLPLDEAVQEAKELLESRLRVLKKELEDCEVFRSTEKKESKELLKQMAAEQEKVGAEFQALRAFLVEQEGRLLGRLEELSREVAQKQNENLAQLGVEITQLSKLSSQIQETAQKPDLDFLQEFKSTLSRCSNVPGPKP.... Protein 2 (ENSG00000198001) has sequence MPFCDKDRTLMTPVQNLEQSYMPPDSSSPENKSLEVSDTRFHSFSFYELKNVTNNFDERPISVGGNKMGEGGFGVVYKGYVNNTTVAVKKLAAMVDITTEELKQQFDQEIKVMAKCQHENLVELLGFSSDGDDLCLVYVYMPNGSLLDRLSCLDGTPPLSWHMRCKIAQGAANGINFLHENHHIHRDIKSANILLDEAFTAKISDFGLARASEKFAQTVMTSRIVGTTAYMAPEALRGEITPKSDIYSFGVVLLEIITGLPAVDEHREPQLLLDIKEEIEDEEKTIEDYIDKKMNDADST.... Result: 1 (the proteins interact). (6) Protein 1 (ENSG00000242028) has sequence MATEGDVELELETETSGPERPPEKPRKHDSGAADLERVTDYAEEKEIQSSNLETAMSVIGDRRSREQKAKQEREKELAKVTIKKEDLELIMTEMEISRAAAERSLREHMGNVVEALIALTN*MATEGDVELELETETSGPERPPEKPRKHDSGAADLERVTDYAEEKEIQSSNLETGERTGKSHYQEGRSGANSEW*. Result: 0 (the proteins do not interact). Protein 2 (ENSG00000078403) has sequence MVSSDRPVSLEDEVSHSMKEMIGGCCVCSDERGWAENPLVYCDGHGCSVAVHQACYGIVQVPTGPWFCRKCESQERAARVRCELCPHKDGALKRTDNGGWAHVVCALYIPEVQFANVSTMEPIVLQSVPHDRYNKTCYICDEQGRESKAATGACMTCNKHGCRQAFHVTCAQFAGLLCEEEGNGADNVQYCGYCKYHFSKLKKSKRGSNRSYDQSLSDSSSHSQDKHHEKEKKKYKEKDKHKQKHKKQPEPSPALVPSLTVTTEKTYTSTSNNSISGSLKRLEDTTARFTNANFQEVSAH....